From a dataset of Full USPTO retrosynthesis dataset with 1.9M reactions from patents (1976-2016). Predict the reactants needed to synthesize the given product. (1) The reactants are: [C:1]([O:5][C:6](=[O:17])[C@@H:7]([CH2:9][C:10]([O:12][C:13]([CH3:16])([CH3:15])[CH3:14])=[O:11])[NH2:8])([CH3:4])([CH3:3])[CH3:2].CCN(CC)CC.[Cl:25][C:26]1[C:35]2[C:30](=[CH:31][CH:32]=[C:33]([S:36](Cl)(=[O:38])=[O:37])[CH:34]=2)[C:29]([Cl:40])=[CH:28][N:27]=1. Given the product [C:1]([O:5][C:6](=[O:17])[C@@H:7]([CH2:9][C:10]([O:12][C:13]([CH3:16])([CH3:15])[CH3:14])=[O:11])[NH:8][S:36]([C:33]1[CH:34]=[C:35]2[C:30]([C:29]([Cl:40])=[CH:28][N:27]=[C:26]2[Cl:25])=[CH:31][CH:32]=1)(=[O:38])=[O:37])([CH3:3])([CH3:4])[CH3:2], predict the reactants needed to synthesize it. (2) Given the product [N:6]1[C:5]2[CH:7]=[CH:8][CH:9]=[CH:10][C:4]=2[NH:3][C:2]=1[NH:15][C:14]1[CH:16]=[C:17]([C:19]([F:20])([F:21])[F:22])[CH:18]=[C:12]([F:11])[CH:13]=1, predict the reactants needed to synthesize it. The reactants are: Cl[C:2]1[NH:3][C:4]2[CH:10]=[CH:9][CH:8]=[CH:7][C:5]=2[N:6]=1.[F:11][C:12]1[CH:13]=[C:14]([CH:16]=[C:17]([C:19]([F:22])([F:21])[F:20])[CH:18]=1)[NH2:15].